Dataset: Peptide-MHC class II binding affinity with 134,281 pairs from IEDB. Task: Regression. Given a peptide amino acid sequence and an MHC pseudo amino acid sequence, predict their binding affinity value. This is MHC class II binding data. (1) The peptide sequence is AILPEYGTLGLECSP. The MHC is DRB1_0401 with pseudo-sequence DRB1_0401. The binding affinity (normalized) is 0.428. (2) The peptide sequence is YDKFQANVSTVLTGK. The MHC is DRB1_1302 with pseudo-sequence DRB1_1302. The binding affinity (normalized) is 0.878. (3) The peptide sequence is GAYETYKFIPSLEAA. The MHC is DRB1_1101 with pseudo-sequence DRB1_1101. The binding affinity (normalized) is 0.592. (4) The peptide sequence is APGAAAAPLSWSKDI. The MHC is HLA-DPA10201-DPB11401 with pseudo-sequence HLA-DPA10201-DPB11401. The binding affinity (normalized) is 0. (5) The peptide sequence is IVQTLNAMPEYQNLL. The MHC is DRB4_0101 with pseudo-sequence DRB4_0103. The binding affinity (normalized) is 0.531. (6) The peptide sequence is YDKFLANRSTVLTGK. The MHC is DRB1_1302 with pseudo-sequence DRB1_1302. The binding affinity (normalized) is 0.906. (7) The peptide sequence is DYVVMSAWYKEPN. The MHC is HLA-DPA10201-DPB10101 with pseudo-sequence HLA-DPA10201-DPB10101. The binding affinity (normalized) is 0.154. (8) The peptide sequence is YIGQFDMRFLNSLAIHEKFDA. The MHC is DRB1_0101 with pseudo-sequence DRB1_0101. The binding affinity (normalized) is 0.872.